This data is from Reaction yield outcomes from USPTO patents with 853,638 reactions. The task is: Predict the reaction yield, written as a fraction of the theoretical maximum amount of product (1.0 means a 100% yield; for example, 0.34 means a 34% yield). (1) The reactants are Br[CH:2]([CH3:19])[CH2:3][CH2:4][S:5]([CH2:8][CH2:9][S:10]([CH2:13][CH2:14][C:15]([O:17][CH3:18])=[O:16])(=[O:12])=[O:11])(=[O:7])=[O:6].[C:20]([OH:23])(=[S:22])[CH3:21].CCN(C(C)C)C(C)C. The catalyst is C1COCC1. The yield is 0.720. The product is [C:20]([S:22][CH:2]([CH3:19])[CH2:3][CH2:4][S:5]([CH2:8][CH2:9][S:10]([CH2:13][CH2:14][C:15]([O:17][CH3:18])=[O:16])(=[O:12])=[O:11])(=[O:7])=[O:6])(=[O:23])[CH3:21]. (2) The reactants are [NH2:1][C:2]1[N:7]([CH2:8][CH:9]([CH3:11])[CH3:10])[C:6](=[S:12])[NH:5][C:4](=[O:13])[C:3]=1[NH:14][CH3:15].[CH:16](O)=O. No catalyst specified. The product is [CH2:8]([N:7]1[C:2]2[N:1]=[CH:15][N:14]([CH3:16])[C:3]=2[C:4](=[O:13])[NH:5][C:6]1=[S:12])[CH:9]([CH3:11])[CH3:10]. The yield is 0.740. (3) The yield is 0.710. The product is [NH2:1][C:2]1[O:6][N:5]=[C:4]([C:7]2[CH:12]=[CH:11][CH:10]=[C:9]([O:13][C:14]([F:15])([F:16])[F:17])[CH:8]=2)[C:3]=1[C:18]([N:46]1[CH2:45][CH2:44][N:43]([C:49]2[CH:54]=[CH:53][CH:52]=[CH:51][C:50]=2[OH:55])[CH2:48][CH2:47]1)=[O:20]. The reactants are [NH2:1][C:2]1[O:6][N:5]=[C:4]([C:7]2[CH:12]=[CH:11][CH:10]=[C:9]([O:13][C:14]([F:17])([F:16])[F:15])[CH:8]=2)[C:3]=1[C:18]([OH:20])=O.Cl.C(N=C=NCCCN(C)C)C.OC1C2N=NNC=2C=CC=1.[N:43]1([C:49]2[CH:54]=[CH:53][CH:52]=[CH:51][C:50]=2[OH:55])[CH2:48][CH2:47][NH:46][CH2:45][CH2:44]1. No catalyst specified. (4) The reactants are Cl.[NH2:2][C:3]1[N:8]=[C:7](I)[CH:6]=[C:5]([NH:10][CH2:11][CH3:12])[N:4]=1.[C:13]([O:17][CH2:18][CH3:19])(=[O:16])[CH:14]=[CH2:15].[CH2:20](N(CC)CC)C.CN(C=O)C. The catalyst is C1C=CC([P]([Pd]([P](C2C=CC=CC=2)(C2C=CC=CC=2)C2C=CC=CC=2)([P](C2C=CC=CC=2)(C2C=CC=CC=2)C2C=CC=CC=2)[P](C2C=CC=CC=2)(C2C=CC=CC=2)C2C=CC=CC=2)(C2C=CC=CC=2)C2C=CC=CC=2)=CC=1.CC(C)=O. The product is [NH2:2][C:3]1[N:4]=[C:5]([NH:10][CH2:11][CH3:12])[C:6](/[CH:15]=[CH:14]/[C:13]([O:17][CH2:18][CH3:19])=[O:16])=[C:7]([CH3:20])[N:8]=1. The yield is 0.670. (5) The reactants are [CH2:1]([O:8][C:9]1[C:10]([N+:16]([O-:18])=[O:17])=[N:11][C:12](Br)=[CH:13][CH:14]=1)[C:2]1[CH:7]=[CH:6][CH:5]=[CH:4][CH:3]=1.[CH3:19][O:20][C:21](=[O:28])[CH2:22][CH2:23][S:24]([O:26][Na])=[O:25]. The catalyst is CS(C)=O.I[Cu]. The product is [CH2:1]([O:8][C:9]1[CH:14]=[CH:13][C:12]([S:24]([CH2:23][CH2:22][C:21]([O:20][CH3:19])=[O:28])(=[O:26])=[O:25])=[N:11][C:10]=1[N+:16]([O-:18])=[O:17])[C:2]1[CH:7]=[CH:6][CH:5]=[CH:4][CH:3]=1. The yield is 0.330. (6) The reactants are [CH3:1][O:2][C:3]1[CH:4]=[C:5]([OH:16])[CH:6]=[CH:7][C:8]=1[CH2:9][N:10]1[CH2:15][CH2:14][CH2:13][CH2:12][CH2:11]1.C(NC(C)C)(C)C.C1C=CC(N[S:31]([C:34]([F:37])([F:36])[F:35])(=[O:33])=[O:32])=CC=1. The catalyst is C(Cl)Cl. The product is [CH3:1][O:2][C:3]1[CH:4]=[C:5]([O:16][S:31]([C:34]([F:37])([F:36])[F:35])(=[O:33])=[O:32])[CH:6]=[CH:7][C:8]=1[CH2:9][N:10]1[CH2:15][CH2:14][CH2:13][CH2:12][CH2:11]1. The yield is 0.560. (7) The yield is 0.200. The reactants are [Br:1][C:2]1[S:6][C:5]2=[C:7]([CH2:10][OH:11])[N:8]=[CH:9][N:4]2[CH:3]=1.[Cr](Cl)([O-])(=O)=O.[NH+]1C=CC=CC=1.C([O-])(=O)C.[Na+]. The catalyst is ClCCl.C(OCC)C. The product is [Br:1][C:2]1[S:6][C:5]2=[C:7]([CH:10]=[O:11])[N:8]=[CH:9][N:4]2[CH:3]=1. (8) The reactants are C[O:2][C:3](=[O:18])[CH2:4][NH:5][C:6]([C:8]1[N:9]([CH3:17])[C:10]2[C:15]([CH:16]=1)=[CH:14][CH:13]=[CH:12][CH:11]=2)=[O:7].[OH-].[Li+]. The catalyst is O1CCOCC1.Cl. The product is [CH3:17][N:9]1[C:10]2[C:15](=[CH:14][CH:13]=[CH:12][CH:11]=2)[CH:16]=[C:8]1[C:6]([NH:5][CH2:4][C:3]([OH:18])=[O:2])=[O:7]. The yield is 0.930. (9) The reactants are [NH2:1][C@@H:2]([CH2:33][C:34]1[CH:39]=[CH:38][CH:37]=[CH:36][CH:35]=1)[C@@H:3]([OH:32])[CH2:4][C@@H:5]([NH:19][C:20]([C@@H:22]([NH:27][C:28](=[O:31])[O:29][CH3:30])[C:23]([CH3:26])([CH3:25])[CH3:24])=[O:21])[CH2:6][C:7]1[CH:12]=[CH:11][C:10]([C:13]2[CH:18]=[CH:17][CH:16]=[CH:15][N:14]=2)=[CH:9][CH:8]=1.[CH3:40][C:41]([CH3:61])([CH3:60])[C@H:42]([N:46]1[CH2:50][CH2:49][N:48]([CH2:51][C:52]2[C:53]([CH3:58])=[N:54][CH:55]=[CH:56][CH:57]=2)[C:47]1=[O:59])[C:43](O)=[O:44].CCOP(ON1N=NC2C=CC=CC=2C1=O)(OCC)=O.C(N(CC)C(C)C)(C)C. The product is [CH3:40][C:41]([CH3:61])([CH3:60])[C@H:42]([N:46]1[CH2:50][CH2:49][N:48]([CH2:51][C:52]2[C:53]([CH3:58])=[N:54][CH:55]=[CH:56][CH:57]=2)[C:47]1=[O:59])[C:43]([NH:1][C@@H:2]([CH2:33][C:34]1[CH:35]=[CH:36][CH:37]=[CH:38][CH:39]=1)[C@@H:3]([OH:32])[CH2:4][C@@H:5]([NH:19][C:20]([C@@H:22]([NH:27][C:28](=[O:31])[O:29][CH3:30])[C:23]([CH3:26])([CH3:25])[CH3:24])=[O:21])[CH2:6][C:7]1[CH:12]=[CH:11][C:10]([C:13]2[CH:18]=[CH:17][CH:16]=[CH:15][N:14]=2)=[CH:9][CH:8]=1)=[O:44]. The yield is 0.520. The catalyst is C1COCC1.